Dataset: Full USPTO retrosynthesis dataset with 1.9M reactions from patents (1976-2016). Task: Predict the reactants needed to synthesize the given product. (1) The reactants are: [OH-:1].[K+].O[C:4]1[CH:11]=[CH:10][CH:9]=[CH:8][C:5]=1[CH:6]=[O:7].Br[CH2:13][CH2:14][CH2:15][CH2:16][CH2:17][CH2:18][CH2:19][CH2:20][CH2:21][CH2:22][CH2:23][CH2:24][CH2:25][CH2:26][CH3:27]. Given the product [CH2:13]([O:1][C:10]1[CH:9]=[CH:8][C:5]([CH:6]=[O:7])=[CH:4][CH:11]=1)[CH2:14][CH2:15][CH2:16][CH2:17][CH2:18][CH2:19][CH2:20][CH2:21][CH2:22][CH2:23][CH2:24][CH2:25][CH2:26][CH3:27], predict the reactants needed to synthesize it. (2) Given the product [F:13][C:2]1([F:1])[CH2:3][CH2:4][CH:5]([C:8]([N:16]([O:17][CH3:18])[CH3:15])=[O:9])[CH2:6][CH2:7]1, predict the reactants needed to synthesize it. The reactants are: [F:1][C:2]1([F:13])[CH2:7][CH2:6][CH:5]([C:8](OCC)=[O:9])[CH2:4][CH2:3]1.Cl.[CH3:15][NH:16][O:17][CH3:18].C([Mg]Br)CC.[Cl-].[NH4+]. (3) Given the product [Cl:13][C:12]1[C:6]2[CH:5]=[CH:4][S:8][C:7]=2[CH:9]=[CH:10][CH:11]=1, predict the reactants needed to synthesize it. The reactants are: C([C:4]1[S:8][C:7]2[CH:9]=[CH:10][CH:11]=[C:12]([Cl:13])[C:6]=2[CH:5]=1)(O)=O.N1C2C(=CC=CC=2)C=CC=1. (4) Given the product [F:2][C:3]1[CH:27]=[CH:26][C:6]([CH2:7][S:8][C:9]2[N:13]([C:35](=[O:37])[CH3:36])[C@H:12]([C:14]3[CH:19]=[CH:18][CH:17]=[CH:16][CH:15]=3)[C@H:11]([C:20]3[CH:21]=[CH:22][CH:23]=[CH:24][CH:25]=3)[N:10]=2)=[CH:5][CH:4]=1, predict the reactants needed to synthesize it. The reactants are: Cl.[F:2][C:3]1[CH:27]=[CH:26][C:6]([CH2:7][S:8][C:9]2[NH:10][C@H:11]([C:20]3[CH:25]=[CH:24][CH:23]=[CH:22][CH:21]=3)[C@H:12]([C:14]3[CH:19]=[CH:18][CH:17]=[CH:16][CH:15]=3)[N:13]=2)=[CH:5][CH:4]=1.C(N(CC)CC)C.[C:35](OC(=O)C)(=[O:37])[CH3:36]. (5) Given the product [CH:8]([C:7]1[CH:10]=[CH:11][C:4]([C:1]([NH:18][C:17]2[CH:19]=[CH:20][CH:21]=[C:15]([O:14][C:13]([F:12])([F:22])[F:23])[CH:16]=2)=[O:3])=[CH:5][CH:6]=1)=[O:9], predict the reactants needed to synthesize it. The reactants are: [C:1]([C:4]1[CH:11]=[CH:10][C:7]([CH:8]=[O:9])=[CH:6][CH:5]=1)([OH:3])=O.[F:12][C:13]([F:23])([F:22])[O:14][C:15]1[CH:16]=[C:17]([CH:19]=[CH:20][CH:21]=1)[NH2:18].C1CCC(N=C=NC2CCCCC2)CC1.Cl. (6) Given the product [CH3:29][N:22]([C:23]1[CH:28]=[CH:27][CH:26]=[CH:25][CH:24]=1)[S:19]([CH2:18][C:15]1[CH:16]=[CH:17][C:10]2[CH:9]=[CH:8][C:5]3=[N:6][CH:7]=[C:2]([C:34]4[CH:33]=[N:32][N:31]([CH3:30])[CH:35]=4)[CH:3]=[C:4]3[C:12](=[O:13])[C:11]=2[CH:14]=1)(=[O:21])=[O:20], predict the reactants needed to synthesize it. The reactants are: Cl[C:2]1[CH:3]=[C:4]2[C:12](=[O:13])[C:11]3[CH:14]=[C:15]([CH2:18][S:19]([N:22]([CH3:29])[C:23]4[CH:28]=[CH:27][CH:26]=[CH:25][CH:24]=4)(=[O:21])=[O:20])[CH:16]=[CH:17][C:10]=3[CH:9]=[CH:8][C:5]2=[N:6][CH:7]=1.[CH3:30][N:31]1[CH:35]=[C:34](B2OC(C)(C)C(C)(C)O2)[CH:33]=[N:32]1.[F-].[K+].F[B-](F)(F)F.C([PH+](C(C)(C)C)C(C)(C)C)(C)(C)C. (7) Given the product [C:26]([O:30][C:31](=[O:38])[NH:32][C@@H:33]1[CH2:37][CH2:36][N:35]([S:14]([C:13]2[C:7]3[O:6][C:5]([C:1]([CH3:4])([CH3:3])[CH3:2])=[N:9][C:8]=3[CH:10]=[CH:11][C:12]=2[Cl:18])(=[O:16])=[O:15])[CH2:34]1)([CH3:29])([CH3:27])[CH3:28], predict the reactants needed to synthesize it. The reactants are: [C:1]([C:5]1[O:6][C:7]2[C:13]([S:14](Cl)(=[O:16])=[O:15])=[C:12]([Cl:18])[CH:11]=[CH:10][C:8]=2[N:9]=1)([CH3:4])([CH3:3])[CH3:2].C(N(CC)CC)C.[C:26]([O:30][C:31](=[O:38])[NH:32][C@@H:33]1[CH2:37][CH2:36][NH:35][CH2:34]1)([CH3:29])([CH3:28])[CH3:27].